Predict which catalyst facilitates the given reaction. From a dataset of Catalyst prediction with 721,799 reactions and 888 catalyst types from USPTO. (1) Reactant: [NH2:1][C:2]1[N:10]=[C:9]2[C:5]([N:6]=[CH:7][N:8]2[CH:11]2[C@:15]([CH3:17])([OH:16])[C@H:14]([OH:18])[C@@H:13]([CH2:19][OH:20])[O:12]2)=[C:4]([O:21][CH3:22])[N:3]=1.C([Mg]Cl)(C)(C)C.Cl[C:30]1[CH:39]=[CH:38][C:37]2[C:32](=[CH:33][CH:34]=[CH:35][CH:36]=2)[C:31]=1[O:40][P:41](=[N:43][C@@H:44]([C:54]1[CH:59]=[CH:58][CH:57]=[CH:56][CH:55]=1)[C:45]([O:47][CH:48]1[CH2:53][CH2:52][CH2:51][CH2:50][CH2:49]1)=[O:46])=[O:42]. Product: [NH2:1][C:2]1[N:10]=[C:9]2[C:5]([N:6]=[CH:7][N:8]2[CH:11]2[O:12][C@H:13]([CH2:19][O:20][C:30]3[CH:39]=[CH:38][C:37]4[C:32](=[CH:33][CH:34]=[CH:35][CH:36]=4)[C:31]=3[O:40][P:41](=[N:43][C@@H:44]([C:54]3[CH:55]=[CH:56][CH:57]=[CH:58][CH:59]=3)[C:45]([O:47][CH:48]3[CH2:49][CH2:50][CH2:51][CH2:52][CH2:53]3)=[O:46])=[O:42])[C@@H:14]([OH:18])[C@:15]2([OH:16])[CH3:17])=[C:4]([O:21][CH3:22])[N:3]=1. The catalyst class is: 1. (2) Reactant: Cl.N[OH:3].[NH2:4][C:5]1[CH2:9][CH2:8][CH2:7][C:6]=1[C:10]#[N:11]. Product: [N:4]1[O:3][C:10]([NH2:11])=[C:6]2[CH2:7][CH2:8][CH2:9][C:5]=12. The catalyst class is: 8.